Task: Predict the reaction yield, written as a fraction of the theoretical maximum amount of product (1.0 means a 100% yield; for example, 0.34 means a 34% yield).. Dataset: Reaction yield outcomes from USPTO patents with 853,638 reactions The reactants are [CH3:1][O:2][C:3]([C:5]1[CH:6]=[C:7]2[C:12](=[C:13]([CH3:15])[CH:14]=1)[NH:11][CH:10]([C:16]1[CH:21]=[CH:20][CH:19]=[C:18](Br)[CH:17]=1)[CH2:9][C:8]2([CH3:24])[CH3:23])=[O:4].[NH:25]1[CH2:30][CH2:29][O:28][CH2:27][CH2:26]1.Cl.CN(C)CC(O)=O.C(=O)([O-])[O-].[K+].[K+]. The catalyst is CS(C)=O.[Cu]I. The product is [CH3:1][O:2][C:3]([C:5]1[CH:6]=[C:7]2[C:12](=[C:13]([CH3:15])[CH:14]=1)[NH:11][CH:10]([C:16]1[CH:21]=[CH:20][CH:19]=[C:18]([N:25]3[CH2:30][CH2:29][O:28][CH2:27][CH2:26]3)[CH:17]=1)[CH2:9][C:8]2([CH3:24])[CH3:23])=[O:4]. The yield is 0.980.